Dataset: Catalyst prediction with 721,799 reactions and 888 catalyst types from USPTO. Task: Predict which catalyst facilitates the given reaction. (1) Reactant: [Br:1][C:2]1[CH:7]=[CH:6][C:5]([CH2:8][CH2:9][CH2:10][NH:11][CH2:12][CH2:13][CH2:14][O:15][CH3:16])=[CH:4][CH:3]=1.C(N(CC)CC)C.[CH3:24][C:25]([O:28][C:29](O[C:29]([O:28][C:25]([CH3:27])([CH3:26])[CH3:24])=[O:30])=[O:30])([CH3:27])[CH3:26]. Product: [C:25]([O:28][C:29](=[O:30])[N:11]([CH2:10][CH2:9][CH2:8][C:5]1[CH:4]=[CH:3][C:2]([Br:1])=[CH:7][CH:6]=1)[CH2:12][CH2:13][CH2:14][O:15][CH3:16])([CH3:27])([CH3:26])[CH3:24]. The catalyst class is: 90. (2) Reactant: OC[C:3]1[CH:12]=[CH:11][C:6]([C:7]([O:9][CH3:10])=[O:8])=[CH:5][CH:4]=1.Br[C:14]1[N:19]=[C:18]([N:20]([CH3:28])C(=O)OC(C)(C)C)[CH:17]=[CH:16][CH:15]=1.C([O-])([O-])=[O:30].[K+].[K+]. Product: [CH3:28][NH:20][C:18]1[N:19]=[C:14]([O:30][C:3]2[CH:4]=[CH:5][C:6]([C:7]([O:9][CH3:10])=[O:8])=[CH:11][CH:12]=2)[CH:15]=[CH:16][CH:17]=1. The catalyst class is: 3. (3) Reactant: [C:1]([O:5][C:6]([N:8]1[C@@H:17]2[C@@H:12]([C:13]3[C:21]([OH:22])=[CH:20][CH:19]=[CH:18][C:14]=3[CH2:15][CH2:16]2)[CH2:11][CH2:10][CH2:9]1)=[O:7])([CH3:4])([CH3:3])[CH3:2].Cl[C:24]1[N:25]=[N:26][C:27]([CH3:30])=[CH:28][CH:29]=1.C(=O)([O-])[O-].[Cs+].[Cs+].CN1CCCC1=O. Product: [C:1]([O:5][C:6]([N:8]1[C@@H:17]2[C@@H:12]([C:13]3[C:21]([O:22][C:24]4[N:25]=[N:26][C:27]([CH3:30])=[CH:28][CH:29]=4)=[CH:20][CH:19]=[CH:18][C:14]=3[CH2:15][CH2:16]2)[CH2:11][CH2:10][CH2:9]1)=[O:7])([CH3:4])([CH3:2])[CH3:3]. The catalyst class is: 13. (4) The catalyst class is: 8. Reactant: [CH3:1][N:2]([CH:10]1[CH2:15][CH2:14][N:13]([C:16](=[O:25])[CH2:17][CH2:18][N:19]2[CH2:24][CH2:23][CH2:22][CH2:21][CH2:20]2)[CH2:12][CH2:11]1)C(=O)OC(C)(C)C.C([Cl:29])(=O)C. Product: [ClH:29].[CH3:1][NH:2][CH:10]1[CH2:11][CH2:12][N:13]([C:16](=[O:25])[CH2:17][CH2:18][N:19]2[CH2:24][CH2:23][CH2:22][CH2:21][CH2:20]2)[CH2:14][CH2:15]1.